This data is from Reaction yield outcomes from USPTO patents with 853,638 reactions. The task is: Predict the reaction yield, written as a fraction of the theoretical maximum amount of product (1.0 means a 100% yield; for example, 0.34 means a 34% yield). (1) The reactants are [O:1]=[C:2]1[C@@H:8]([NH:9]C(=O)OC(C)(C)C)[CH2:7][CH2:6][S:5][C@H:4]2[CH2:17][CH2:18][CH2:19][C@@H:20]([C:21](=[O:26])[NH:22][CH2:23][CH2:24][CH3:25])[N:3]12.[ClH:27]. The catalyst is O1CCOCC1. The product is [ClH:27].[NH2:9][C@H:8]1[CH2:7][CH2:6][S:5][C@H:4]2[CH2:17][CH2:18][CH2:19][C@@H:20]([C:21]([NH:22][CH2:23][CH2:24][CH3:25])=[O:26])[N:3]2[C:2]1=[O:1]. The yield is 1.00. (2) The reactants are [C:1]([O:5][C:6]([N:8]1[CH2:13][CH2:12][CH2:11][C@@H:10]([NH:14]C(OCC2C=CC=CC=2)=O)[CH2:9]1)=[O:7])([CH3:4])([CH3:3])[CH3:2]. The yield is 0.990. The catalyst is CO.[Pd]. The product is [C:1]([O:5][C:6]([N:8]1[CH2:13][CH2:12][CH2:11][C@@H:10]([NH2:14])[CH2:9]1)=[O:7])([CH3:4])([CH3:2])[CH3:3]. (3) The yield is 0.450. The catalyst is Cl[Pd](Cl)([P](C1C=CC=CC=1)(C1C=CC=CC=1)C1C=CC=CC=1)[P](C1C=CC=CC=1)(C1C=CC=CC=1)C1C=CC=CC=1.C1(C)C=CC=CC=1. The product is [N:16]1[CH:17]=[CH:18][CH:19]=[CH:20][C:15]=1[C:2]1[CH:3]=[C:4]([CH3:9])[CH:5]=[C:6]([C:17]2[CH:18]=[CH:19][CH:20]=[CH:15][N:16]=2)[CH:7]=1. The reactants are Br[C:2]1[CH:3]=[C:4]([CH3:9])[CH:5]=[C:6](Br)[CH:7]=1.C([Sn](CCCC)(CCCC)[C:15]1[CH:20]=[CH:19][CH:18]=[CH:17][N:16]=1)CCC.[Cl-].[Li+].[F-].[K+]. (4) The reactants are [CH3:1][N:2]1[C:10]2[C:5](=[CH:6][C:7]([N+:11]([O-])=O)=[CH:8][CH:9]=2)[C:4]([CH3:14])=[N:3]1. The catalyst is C(O)C.[Pd]. The product is [CH3:1][N:2]1[C:10]2[C:5](=[CH:6][C:7]([NH2:11])=[CH:8][CH:9]=2)[C:4]([CH3:14])=[N:3]1. The yield is 0.840.